Dataset: Reaction yield outcomes from USPTO patents with 853,638 reactions. Task: Predict the reaction yield, written as a fraction of the theoretical maximum amount of product (1.0 means a 100% yield; for example, 0.34 means a 34% yield). (1) The reactants are [CH3:1][O:2][C:3](=[O:15])[CH:4](P(OCC)(OCC)=O)[O:5][CH3:6].[Li+].C[O-].[CH3:19][C:20]1[O:24][C:23]([C:25]2[CH:30]=[CH:29][CH:28]=[CH:27][CH:26]=2)=[N:22][C:21]=1[CH2:31][CH2:32][O:33][C:34]1[C:42]2[CH:41]=[CH:40][S:39][C:38]=2[C:37]([CH:43]=O)=[CH:36][CH:35]=1. The catalyst is CN(C=O)C. The product is [CH3:1][O:2][C:3](=[O:15])/[C:4](/[O:5][CH3:6])=[CH:43]/[C:37]1[C:38]2[S:39][CH:40]=[CH:41][C:42]=2[C:34]([O:33][CH2:32][CH2:31][C:21]2[N:22]=[C:23]([C:25]3[CH:30]=[CH:29][CH:28]=[CH:27][CH:26]=3)[O:24][C:20]=2[CH3:19])=[CH:35][CH:36]=1. The yield is 0.550. (2) The reactants are Cl[C:2]1[CH:7]=[CH:6][N:5]=[C:4]([N:8]2[C:20](=[O:21])[C:19]3[S:18][C:17]4[CH2:16][CH2:15][CH2:14][CH2:13][C:12]=4[C:11]=3[CH2:10][CH2:9]2)[C:3]=1[CH:22]=[O:23].C([CH:26]1[CH2:31][N:30]([CH:32]2[CH2:35][O:34][CH2:33]2)[CH2:29][CH2:28][N:27]1[C:36]1[CH:37]=[CH:38][C:39]([NH:42][C:43]2[C:44](=[O:59])[N:45]([CH3:58])[CH:46]=[C:47](B3OC(C)(C)C(C)(C)O3)[CH:48]=2)=[N:40][CH:41]=1)C.C1(P(C2CCCCC2)C2CCCCC2)CCCCC1.C([O-])([O-])=O.[Cs+].[Cs+]. The catalyst is C1C=CC(/C=C/C(/C=C/C2C=CC=CC=2)=O)=CC=1.C1C=CC(/C=C/C(/C=C/C2C=CC=CC=2)=O)=CC=1.C1C=CC(/C=C/C(/C=C/C2C=CC=CC=2)=O)=CC=1.[Pd].[Pd].O.O1CCOCC1. The product is [CH3:58][N:45]1[C:44](=[O:59])[C:43]([NH:42][C:39]2[CH:38]=[CH:37][C:36]([N:27]3[CH2:28][CH2:29][N:30]([CH:32]4[CH2:33][O:34][CH2:35]4)[CH2:31][CH2:26]3)=[CH:41][N:40]=2)=[CH:48][C:47]([C:2]2[CH:7]=[CH:6][N:5]=[C:4]([N:8]3[C:20](=[O:21])[C:19]4[S:18][C:17]5[CH2:16][CH2:15][CH2:14][CH2:13][C:12]=5[C:11]=4[CH2:10][CH2:9]3)[C:3]=2[CH:22]=[O:23])=[CH:46]1. The yield is 0.160. (3) The reactants are C([O:3][C:4](=O)[CH2:5][CH:6]1[S:10][C:9]([C:11]2[NH:12][C:13]3[C:18]([CH:19]=2)=[CH:17][CH:16]=[CH:15][C:14]=3[N:20]([CH3:29])[S:21]([C:24]2[S:25][CH:26]=[CH:27][CH:28]=2)(=[O:23])=[O:22])=[N:8][CH2:7]1)C.[BH4-].[Li+].O1CCCC1.C(O)(=O)CC(CC(O)=O)(C(O)=O)O. The catalyst is CO. The product is [OH:3][CH2:4][CH2:5][CH:6]1[S:10][C:9]([C:11]2[NH:12][C:13]3[C:18]([CH:19]=2)=[CH:17][CH:16]=[CH:15][C:14]=3[N:20]([CH3:29])[S:21]([C:24]2[S:25][CH:26]=[CH:27][CH:28]=2)(=[O:23])=[O:22])=[N:8][CH2:7]1. The yield is 0.960. (4) The reactants are [CH3:1][O:2][C:3]1[CH:4]=[C:5]2[C:10](=[CH:11][C:12]=1[OH:13])[N:9]=[CH:8][CH:7]=[C:6]2[O:14][C:15]1[C:16]([C:23]2[CH:28]=[CH:27][C:26]([CH3:29])=[CH:25][N:24]=2)=[N:17][C:18]([CH3:22])=[C:19]([CH3:21])[CH:20]=1.C(=O)([O-])[O-].[K+].[K+].Br[CH2:37][CH2:38][Cl:39]. The catalyst is CN(C)C=O. The yield is 1.00. The product is [Cl:39][CH2:38][CH2:37][O:13][C:12]1[CH:11]=[C:10]2[C:5]([C:6]([O:14][C:15]3[C:16]([C:23]4[CH:28]=[CH:27][C:26]([CH3:29])=[CH:25][N:24]=4)=[N:17][C:18]([CH3:22])=[C:19]([CH3:21])[CH:20]=3)=[CH:7][CH:8]=[N:9]2)=[CH:4][C:3]=1[O:2][CH3:1].